From a dataset of Full USPTO retrosynthesis dataset with 1.9M reactions from patents (1976-2016). Predict the reactants needed to synthesize the given product. (1) Given the product [CH3:61][O:60][C:58]1[CH:57]=[C:33]([CH:32]=[C:31]([O:30][CH3:29])[CH:59]=1)[C:34]([N:36]1[C:44]2[C:39](=[CH:40][CH:41]=[CH:42][C:43]=2[CH2:45][CH2:46][C:47]2[CH:56]=[CH:55][C:50]([C:51]([OH:53])=[O:52])=[CH:49][CH:48]=2)[CH2:38][CH2:37]1)=[O:35], predict the reactants needed to synthesize it. The reactants are: FC1C=C(C=CC=1)CN1C2C(=CC=CC=2CCC2C=CC(C(O)=O)=CC=2)CC1.[CH3:29][O:30][C:31]1[CH:32]=[C:33]([CH:57]=[C:58]([O:60][CH3:61])[CH:59]=1)[C:34]([N:36]1[C:44]2[C:39](=[CH:40][CH:41]=[CH:42][C:43]=2[CH2:45][CH2:46][C:47]2[CH:56]=[CH:55][C:50]([C:51]([O:53]C)=[O:52])=[CH:49][CH:48]=2)[CH2:38][CH2:37]1)=[O:35].[Li+].[OH-]. (2) Given the product [C:2]([CH:6]1[CH2:11][CH2:10][NH:9][CH2:8][CH2:7]1)([CH3:5])([CH3:4])[CH3:3], predict the reactants needed to synthesize it. The reactants are: Cl.[C:2]([CH:6]1[CH2:11][CH2:10][NH:9][CH2:8][CH2:7]1)([CH3:5])([CH3:4])[CH3:3]. (3) Given the product [CH3:1][C:2]1[C:10]2[C:5](=[CH:6][CH:7]=[CH:8][C:9]=2[CH2:11][NH:12][C:24](=[O:25])[O:23][C:20]([CH3:22])([CH3:21])[CH3:19])[N:4]([CH:13]2[CH2:18][CH2:17][CH2:16][CH2:15][O:14]2)[N:3]=1, predict the reactants needed to synthesize it. The reactants are: [CH3:1][C:2]1[C:10]2[C:5](=[CH:6][CH:7]=[CH:8][C:9]=2[CH2:11][NH2:12])[N:4]([CH:13]2[CH2:18][CH2:17][CH2:16][CH2:15][O:14]2)[N:3]=1.[CH3:19][C:20]([O:23][C:24](O[C:24]([O:23][C:20]([CH3:22])([CH3:21])[CH3:19])=[O:25])=[O:25])([CH3:22])[CH3:21]. (4) Given the product [Cl:29][C:10]1[C:9]([OH:8])=[C:18]2[C:13]([CH:14]=[CH:15][CH:16]=[N:17]2)=[C:12]([S:19]([C:22]2[CH:27]=[CH:26][C:25]([F:28])=[CH:24][CH:23]=2)(=[O:20])=[O:21])[CH:11]=1, predict the reactants needed to synthesize it. The reactants are: C([O:8][C:9]1[C:10]([Cl:29])=[CH:11][C:12]([S:19]([C:22]2[CH:27]=[CH:26][C:25]([F:28])=[CH:24][CH:23]=2)(=[O:21])=[O:20])=[C:13]2[C:18]=1[N:17]=[CH:16][CH:15]=[CH:14]2)C1C=CC=CC=1.Cl. (5) Given the product [F:1][C:2]1[CH:3]=[C:4]([C:8]2[C:16]3[C:11](=[CH:12][C:13]([OH:20])=[C:14]([C:17]([OH:19])=[O:18])[CH:15]=3)[NH:10][N:9]=2)[CH:5]=[CH:6][CH:7]=1, predict the reactants needed to synthesize it. The reactants are: [F:1][C:2]1[CH:3]=[C:4]([C:8]2[C:16]3[C:11](=[CH:12][C:13]([O:20]C)=[C:14]([C:17]([OH:19])=[O:18])[CH:15]=3)[NH:10][N:9]=2)[CH:5]=[CH:6][CH:7]=1.B(Br)(Br)Br.O. (6) Given the product [CH3:26][O:25][CH2:24][CH2:23][N:18]([C:13]1[CH:14]=[CH:15][CH:16]=[CH:17][C:12]=1[CH2:11][N:8]1[C:6]2[N:7]=[C:2]([NH:27][C:28]3[CH:33]=[CH:32][C:31]([N:34]4[CH2:39][CH2:38][N:37]([C:40]([O:42][C:43]([CH3:46])([CH3:45])[CH3:44])=[O:41])[CH2:36][CH2:35]4)=[CH:30][CH:29]=3)[N:3]=[CH:4][C:5]=2[CH:10]=[CH:9]1)[S:19]([CH3:22])(=[O:21])=[O:20], predict the reactants needed to synthesize it. The reactants are: Cl[C:2]1[N:3]=[CH:4][C:5]2[CH:10]=[CH:9][N:8]([CH2:11][C:12]3[CH:17]=[CH:16][CH:15]=[CH:14][C:13]=3[N:18]([CH2:23][CH2:24][O:25][CH3:26])[S:19]([CH3:22])(=[O:21])=[O:20])[C:6]=2[N:7]=1.[NH2:27][C:28]1[CH:33]=[CH:32][C:31]([N:34]2[CH2:39][CH2:38][N:37]([C:40]([O:42][C:43]([CH3:46])([CH3:45])[CH3:44])=[O:41])[CH2:36][CH2:35]2)=[CH:30][CH:29]=1.C(=O)([O-])[O-].[K+].[K+].CC(C1C=C(C(C)C)C(C2C=CC=CC=2P(C2CCCCC2)C2CCCCC2)=C(C(C)C)C=1)C. (7) Given the product [CH:25]1([N:16]2[CH2:17][C:18]([CH3:24])([CH3:23])[C:19](=[O:22])[N:20]([CH3:21])[C:14]3[CH:13]=[N:12][C:11]([NH:10][C@H:8]([C:5]4[CH:6]=[CH:7][C:2]([N:54]([CH2:55][CH2:56][N:57]([CH3:59])[CH3:58])[CH3:53])=[CH:3][CH:4]=4)[CH3:9])=[N:30][C:15]2=3)[CH2:29][CH2:28][CH2:27][CH2:26]1, predict the reactants needed to synthesize it. The reactants are: Br[C:2]1[CH:7]=[CH:6][C:5]([C@@H:8]([NH:10][C:11]2[N:12]=[CH:13][C:14]3[N:20]([CH3:21])[C:19](=[O:22])[C:18]([CH3:24])([CH3:23])[CH2:17][N:16]([CH:25]4[CH2:29][CH2:28][CH2:27][CH2:26]4)[C:15]=3[N:30]=2)[CH3:9])=[CH:4][CH:3]=1.C(N(CC)C(=O)C1C=CC=CC=1O)C.[O-]P([O-])([O-])=O.[K+].[K+].[K+].[CH3:53][NH:54][CH2:55][CH2:56][N:57]([CH3:59])[CH3:58]. (8) Given the product [OH:42][C:43]([CH3:56])([CH3:55])[C@@H:44]([NH:51][C:52]([NH:54][C:2]1[CH:11]=[C:10]2[N:12]([C:14]([C:15]3[CH:16]=[CH:17][CH:18]=[CH:19][CH:20]=3)([C:27]3[CH:32]=[CH:31][CH:30]=[CH:29][CH:28]=3)[C:21]3[CH:22]=[CH:23][CH:24]=[CH:25][CH:26]=3)[N:13]=[C:8]3[C:9]2=[C:4]([CH2:5][CH2:6][N:7]3[CH2:33][C:34]2[CH:39]=[CH:38][C:37]([O:40][CH3:41])=[CH:36][CH:35]=2)[N:3]=1)=[O:53])[C:45]1[CH:50]=[CH:49][CH:48]=[CH:47][CH:46]=1, predict the reactants needed to synthesize it. The reactants are: Cl[C:2]1[CH:11]=[C:10]2[N:12]([C:14]([C:27]3[CH:32]=[CH:31][CH:30]=[CH:29][CH:28]=3)([C:21]3[CH:26]=[CH:25][CH:24]=[CH:23][CH:22]=3)[C:15]3[CH:20]=[CH:19][CH:18]=[CH:17][CH:16]=3)[N:13]=[C:8]3[C:9]2=[C:4]([CH2:5][CH2:6][N:7]3[CH2:33][C:34]2[CH:39]=[CH:38][C:37]([O:40][CH3:41])=[CH:36][CH:35]=2)[N:3]=1.[OH:42][C:43]([CH3:56])([CH3:55])[C@@H:44]([NH:51][C:52]([NH2:54])=[O:53])[C:45]1[CH:50]=[CH:49][CH:48]=[CH:47][CH:46]=1.C(=O)([O-])[O-].[Cs+].[Cs+]. (9) Given the product [Cl:1][C:2]1[CH:3]=[C:4]([C:9]2([C:22]([F:23])([F:25])[F:24])[O:13][N:12]=[C:11]([C:14]3[CH:15]=[CH:16][C:17]([CH3:21])=[C:18]([NH:19][NH2:26])[CH:20]=3)[CH2:10]2)[CH:5]=[C:6]([Cl:8])[CH:7]=1, predict the reactants needed to synthesize it. The reactants are: [Cl:1][C:2]1[CH:3]=[C:4]([C:9]2([C:22]([F:25])([F:24])[F:23])[O:13][N:12]=[C:11]([C:14]3[CH:15]=[CH:16][C:17]([CH3:21])=[C:18]([CH:20]=3)[NH2:19])[CH2:10]2)[CH:5]=[C:6]([Cl:8])[CH:7]=1.[N:26]([O-])=O.[Na+].[Sn](Cl)Cl.C(=O)(O)[O-].[Na+].